This data is from M1 muscarinic receptor agonist screen with 61,833 compounds. The task is: Binary Classification. Given a drug SMILES string, predict its activity (active/inactive) in a high-throughput screening assay against a specified biological target. (1) The molecule is S(=O)(=O)(N1CCC(CC1)C(=O)NC1CCCc2c1cccc2)c1c(onc1C)C. The result is 0 (inactive). (2) The result is 0 (inactive). The molecule is O(C(C(=O)Nc1c(n(n(c1=O)c1ccccc1)C)C)C)c1ncnc2c1cccc2. (3) The result is 0 (inactive). The compound is O1C2(C(C(CC2)(C1=O)C)(C)C)C(=O)N1CCN(C(=O)C23OC(=O)C(C2(C)C)(CC3)C)CC1. (4) The compound is S(=O)(=O)(N1C2CC(O)(CC1CC2)c1c(OC)cccc1)c1ccc(cc1)C(=O)C. The result is 0 (inactive). (5) The compound is O1CC(=O)/C(=C(/NCc2ccccc2)C)C1=O. The result is 0 (inactive). (6) The molecule is O(C(=O)c1c2n(c3nc4c(nc13)cccc4)c1c(c(=O)[nH]2)cccc1)C(C)C. The result is 1 (active). (7) The result is 0 (inactive). The compound is s1c2c(n3c1ncc(NC(=O)c1ccccc1)c3=O)ccc(c2)C. (8) The drug is O(CC1CCC=CC1)CC1OC(=O)NC1. The result is 0 (inactive).